From a dataset of Forward reaction prediction with 1.9M reactions from USPTO patents (1976-2016). Predict the product of the given reaction. Given the reactants [NH2:1][C:2]1[CH:9]=[C:8]([O:10][CH2:11][CH2:12][O:13][CH3:14])[C:7]([O:15][CH2:16][CH2:17][O:18][CH3:19])=[CH:6][C:3]=1[C:4]#[N:5].[C:20]([C:22]1[CH:23]=[C:24]([CH:26]=[CH:27][CH:28]=1)[NH2:25])#[CH:21].[CH:29](OCC)(OCC)OCC.[F:39][C:40]([F:45])([F:44])[C:41]([OH:43])=[O:42], predict the reaction product. The product is: [CH3:19][O:18][CH2:17][CH2:16][O:15][C:7]1[CH:6]=[C:3]2[C:4]([NH:25][C:24]3[CH:26]=[CH:27][CH:28]=[C:22]([C:20]#[CH:21])[CH:23]=3)=[N:5][CH:29]=[N:1][C:2]2=[CH:9][C:8]=1[O:10][CH2:11][CH2:12][O:13][CH3:14].[F:39][C:40]([F:45])([F:44])[C:41]([O-:43])=[O:42].